This data is from Full USPTO retrosynthesis dataset with 1.9M reactions from patents (1976-2016). The task is: Predict the reactants needed to synthesize the given product. (1) Given the product [OH-:5].[NH4+:7].[C:9]([O:13][C:14](=[O:15])[NH2:16])([CH3:12])([CH3:11])[CH3:10], predict the reactants needed to synthesize it. The reactants are: C([O:5]C(=O)[NH2:7])(C)(C)C.[C:9]([O:13][C:14]([NH:16][C@H](C1CCCCC1)C(O)=O)=[O:15])([CH3:12])([CH3:11])[CH3:10].Cl.CN(C)CCCN=C=NCC. (2) Given the product [CH:1]1([N:4]([CH:18]2[CH2:23][CH2:22][N:21]([C:34](=[O:35])[CH2:33][CH:32]=[C:31]([C:37]3[CH:42]=[CH:41][C:40]([F:43])=[CH:39][CH:38]=3)[C:28]3[CH:29]=[CH:30][C:25]([F:24])=[CH:26][CH:27]=3)[CH2:20][CH2:19]2)[S:5]([C:8]2[CH:13]=[CH:12][CH:11]=[C:10]([C:14]([F:17])([F:15])[F:16])[CH:9]=2)(=[O:6])=[O:7])[CH2:3][CH2:2]1, predict the reactants needed to synthesize it. The reactants are: [CH:1]1([N:4]([CH:18]2[CH2:23][CH2:22][NH:21][CH2:20][CH2:19]2)[S:5]([C:8]2[CH:13]=[CH:12][CH:11]=[C:10]([C:14]([F:17])([F:16])[F:15])[CH:9]=2)(=[O:7])=[O:6])[CH2:3][CH2:2]1.[F:24][C:25]1[CH:30]=[CH:29][C:28]([C:31]([C:37]2[CH:42]=[CH:41][C:40]([F:43])=[CH:39][CH:38]=2)=[CH:32][CH2:33][C:34](O)=[O:35])=[CH:27][CH:26]=1.C1(N(C2CCN(C(=O)C=CCCC)CC2)S(C2C=CC=C(C(F)(F)F)C=2)(=O)=O)CC1. (3) Given the product [F:12][C:11]([F:14])([F:13])[O:10][C:7]1[CH:8]=[CH:9][C:2]([N:19]2[CH:20]=[C:16]([CH3:15])[N:17]=[CH:18]2)=[C:3]([CH:6]=1)[C:4]#[N:5], predict the reactants needed to synthesize it. The reactants are: F[C:2]1[CH:9]=[CH:8][C:7]([O:10][C:11]([F:14])([F:13])[F:12])=[CH:6][C:3]=1[C:4]#[N:5].[CH3:15][C:16]1[N:17]=[CH:18][NH:19][CH:20]=1.C(=O)([O-])[O-].[K+].[K+].FC(F)(F)OC1C=CC(N2C(C)=CN=C2)=C(C=1)C#N. (4) Given the product [CH3:35][O:36][CH2:37][CH2:38][N:2]1[CH2:3][CH2:4][CH:5]([C:8]2[NH:12][N:11]=[C:10]([C:13]3[CH:14]=[CH:15][C:16]([Cl:19])=[CH:17][CH:18]=3)[C:9]=2[C:20]2[CH:25]=[CH:24][N:23]=[CH:22][CH:21]=2)[CH2:6][CH2:7]1, predict the reactants needed to synthesize it. The reactants are: Cl.[NH:2]1[CH2:7][CH2:6][CH:5]([C:8]2[NH:12][N:11]=[C:10]([C:13]3[CH:18]=[CH:17][C:16]([Cl:19])=[CH:15][CH:14]=3)[C:9]=2[C:20]2[CH:25]=[CH:24][N:23]=[CH:22][CH:21]=2)[CH2:4][CH2:3]1.CCN(C(C)C)C(C)C.[CH3:35][O:36][CH2:37][CH2:38]Br.[OH-].[Na+]. (5) The reactants are: [Cl:1][C:2]1[CH:3]=[C:4]([CH:8]2[C:12]([C:15]3[CH:20]=[CH:19][C:18]([Cl:21])=[CH:17][CH:16]=3)([C:13]#[N:14])[CH:11]([CH2:22][C:23]([CH3:26])([CH3:25])[CH3:24])[NH:10][CH:9]2[C:27]([OH:29])=O)[CH:5]=[CH:6][CH:7]=1.[O:30]([CH2:34][CH2:35][NH2:36])[CH2:31][CH2:32][NH2:33].CN(C(ON1N=NC2C=CC=NC1=2)=[N+](C)C)C.F[P-](F)(F)(F)(F)F.CCN(C(C)C)C(C)C. Given the product [NH2:33][CH2:32][CH2:31][O:30][CH2:34][CH2:35][NH:36][C:27]([CH:9]1[CH:8]([C:4]2[CH:5]=[CH:6][CH:7]=[C:2]([Cl:1])[CH:3]=2)[C:12]([C:15]2[CH:20]=[CH:19][C:18]([Cl:21])=[CH:17][CH:16]=2)([C:13]#[N:14])[CH:11]([CH2:22][C:23]([CH3:24])([CH3:26])[CH3:25])[NH:10]1)=[O:29], predict the reactants needed to synthesize it.